This data is from Full USPTO retrosynthesis dataset with 1.9M reactions from patents (1976-2016). The task is: Predict the reactants needed to synthesize the given product. (1) Given the product [O:1]1[C:5]2[CH:6]=[CH:7][C:8]([C:10]3([C:13]([NH:15][C:16]4[CH:17]=[C:18]([C:23]5[CH:28]=[CH:27][C:26]([CH2:29][NH:39][CH3:36])=[CH:25][CH:24]=5)[C:19]([CH3:22])=[CH:20][CH:21]=4)=[O:14])[CH2:12][CH2:11]3)=[CH:9][C:4]=2[O:3][CH2:2]1, predict the reactants needed to synthesize it. The reactants are: [O:1]1[C:5]2[CH:6]=[CH:7][C:8]([C:10]3([C:13]([NH:15][C:16]4[CH:17]=[C:18]([C:23]5[CH:28]=[CH:27][C:26]([CH2:29]O)=[CH:25][CH:24]=5)[C:19]([CH3:22])=[CH:20][CH:21]=4)=[O:14])[CH2:12][CH2:11]3)=[CH:9][C:4]=2[O:3][CH2:2]1.CS(Cl)(=O)=O.[CH:36]([N:39](CC)C(C)C)(C)C.CN.C1COCC1. (2) Given the product [N:1]([CH:4]1[CH2:10][CH2:9][N:8]([C:11]2[N:15]([CH:16]3[CH2:17][CH2:18]3)[N:14]=[CH:13][C:12]=2[N+:19]([O-:21])=[O:20])[CH2:7][C:6](=[O:22])[CH2:5]1)=[N+:2]=[N-:3], predict the reactants needed to synthesize it. The reactants are: [N:1]([CH:4]1[CH2:10][CH2:9][N:8]([C:11]2[N:15]([CH:16]3[CH2:18][CH2:17]3)[N:14]=[CH:13][C:12]=2[N+:19]([O-:21])=[O:20])[CH2:7][CH:6]([OH:22])[CH2:5]1)=[N+:2]=[N-:3].CC(OI1(OC(C)=O)(OC(C)=O)OC(=O)C2C=CC=CC1=2)=O. (3) Given the product [Cl:1][C:2]1[CH:3]=[C:4]2[O:13][C:14]([C:15]([O:17][CH2:18][CH3:19])=[O:16])=[C:8]([OH:9])[C:5]2=[N:6][CH:7]=1, predict the reactants needed to synthesize it. The reactants are: [Cl:1][C:2]1[CH:3]=[C:4]([O:13][CH2:14][C:15]([O:17][CH2:18][CH3:19])=[O:16])[C:5]([C:8](OCC)=[O:9])=[N:6][CH:7]=1.[O-]CC.[Na+].C(OCC)(=O)C.C(O)(=O)C. (4) Given the product [CH3:23][N:22]([CH3:24])[C:20](=[O:21])[CH2:19][CH2:18][S:17][CH:2]([CH2:3][C:4](=[O:5])[CH:6]1[C:11]([CH3:12])([CH3:13])[CH2:10][CH:9]=[CH:8][CH:7]1[CH3:14])[CH3:1], predict the reactants needed to synthesize it. The reactants are: [CH3:1]/[CH:2]=[CH:3]/[C:4]([CH:6]1[C:11]([CH3:13])([CH3:12])[CH2:10][CH:9]=[CH:8][CH:7]1[CH3:14])=[O:5].C(=O)([S:17][CH2:18][CH2:19][C:20]([N:22]([CH3:24])[CH3:23])=[O:21])C.C1CCN2C(=NCCC2)CC1. (5) Given the product [CH2:1]([O:3][CH:4]([O:15][CH2:16][CH3:17])[C:5]1[C:6]2[N:7]([C:11]([C:30]3[N:25]4[N:26]=[C:27]([CH3:29])[CH:28]=[C:23]([CH:20]([CH2:18][CH3:19])[CH2:21][CH3:22])[C:24]4=[N:32][C:31]=3[CH3:33])=[C:12]([CH3:14])[N:13]=2)[CH:8]=[CH:9][CH:10]=1)[CH3:2], predict the reactants needed to synthesize it. The reactants are: [CH2:1]([O:3][CH:4]([O:15][CH2:16][CH3:17])[C:5]1[C:6]2[N:7]([CH:11]=[C:12]([CH3:14])[N:13]=2)[CH:8]=[CH:9][CH:10]=1)[CH3:2].[CH2:18]([CH:20]([C:23]1[C:24]2[N:25]([C:30](I)=[C:31]([CH3:33])[N:32]=2)[N:26]=[C:27]([CH3:29])[CH:28]=1)[CH2:21][CH3:22])[CH3:19]. (6) Given the product [Br:1][C:2]1[CH:3]=[C:4]([CH:7]=[CH:8][CH:9]=1)[CH2:5][O:6][Si:14]([C:10]([CH3:13])([CH3:12])[CH3:11])([CH3:16])[CH3:15], predict the reactants needed to synthesize it. The reactants are: [Br:1][C:2]1[CH:3]=[C:4]([CH:7]=[CH:8][CH:9]=1)[CH2:5][OH:6].[C:10]([Si:14](Cl)([CH3:16])[CH3:15])([CH3:13])([CH3:12])[CH3:11].N1C=CN=C1. (7) Given the product [CH3:34][O:33][C:9]1[CH:8]=[C:7]([C:12]([CH:13]2[CH2:18][C:17]([CH3:32])([S:19]([C:22]3[CH:27]=[CH:26][CH:25]=[C:24]([C:28]([F:29])([F:31])[F:30])[CH:23]=3)(=[O:20])=[O:21])[CH2:16][CH2:15][O:14]2)=[CH:11][N:10]=1)[C:37]#[N:38], predict the reactants needed to synthesize it. The reactants are: FC(F)(F)S(O[C:7]1[C:12]([CH:13]2[CH2:18][C:17]([CH3:32])([S:19]([C:22]3[CH:27]=[CH:26][CH:25]=[C:24]([C:28]([F:31])([F:30])[F:29])[CH:23]=3)(=[O:21])=[O:20])[CH2:16][CH2:15][O:14]2)=[CH:11][N:10]=[C:9]([O:33][CH3:34])[CH:8]=1)(=O)=O.[CH3:37][N:38](C=O)C. (8) Given the product [F:35][C:2]([F:1])([F:34])[C:3]1[CH:4]=[C:5]([CH:27]=[C:28]([C:30]([F:32])([F:31])[F:33])[CH:29]=1)[C:6]([N:8]1[CH2:9][CH2:10][C:11]2([N:15]([C:16]3[CH:21]=[CH:20][CH:19]=[CH:18][C:17]=3[Cl:22])[C:14](=[O:23])[N:13]([CH2:43][C:39]3[CH:40]=[C:41]([CH3:42])[N:37]([CH3:36])[N:38]=3)[C:12]2=[O:24])[CH2:25][CH2:26]1)=[O:7], predict the reactants needed to synthesize it. The reactants are: [F:1][C:2]([F:35])([F:34])[C:3]1[CH:4]=[C:5]([CH:27]=[C:28]([C:30]([F:33])([F:32])[F:31])[CH:29]=1)[C:6]([N:8]1[CH2:26][CH2:25][C:11]2([N:15]([C:16]3[CH:21]=[CH:20][CH:19]=[CH:18][C:17]=3[Cl:22])[C:14](=[O:23])[NH:13][C:12]2=[O:24])[CH2:10][CH2:9]1)=[O:7].[CH3:36][N:37]1[C:41]([CH3:42])=[CH:40][C:39]([CH2:43]O)=[N:38]1.